From a dataset of Full USPTO retrosynthesis dataset with 1.9M reactions from patents (1976-2016). Predict the reactants needed to synthesize the given product. (1) Given the product [Cl:3][C:4]1[CH:11]=[CH:10][CH:9]=[CH:8][C:5]=1/[CH:6]=[CH:12]/[C:13](=[O:14])/[CH:15]=[CH:6]/[C:5]1[CH:8]=[CH:9][CH:10]=[CH:11][C:4]=1[Cl:3], predict the reactants needed to synthesize it. The reactants are: [OH-].[Na+].[Cl:3][C:4]1[CH:11]=[CH:10][CH:9]=[CH:8][C:5]=1[CH:6]=O.[CH3:12][C:13]([CH3:15])=[O:14]. (2) Given the product [C:12]([C:10]1[N:9]([CH2:16][CH:17]2[CH2:22][CH2:21][O:20][CH2:19][CH2:18]2)[C:8]2[CH:23]=[CH:24][C:5]([NH:4][CH3:3])=[CH:6][C:7]=2[N:11]=1)([CH3:15])([CH3:13])[CH3:14], predict the reactants needed to synthesize it. The reactants are: CO[C:3](=O)[NH:4][C:5]1[CH:24]=[CH:23][C:8]2[N:9]([CH2:16][CH:17]3[CH2:22][CH2:21][O:20][CH2:19][CH2:18]3)[C:10]([C:12]([CH3:15])([CH3:14])[CH3:13])=[N:11][C:7]=2[CH:6]=1.Cl.CCOCC.[H-].[H-].[H-].[H-].[Li+].[Al+3]. (3) Given the product [N+:1]([C:4]1[CH:50]=[N:42][N:43]([CH:10]2[CH2:15][CH2:14][N:13]([C:16]([O:18][C:19]([CH3:22])([CH3:21])[CH3:20])=[O:17])[CH2:12][CH2:11]2)[CH:44]=1)([O-:3])=[O:2], predict the reactants needed to synthesize it. The reactants are: [N+:1]([C:4]1C=CNN=1)([O-:3])=[O:2].O[CH:10]1[CH2:15][CH2:14][N:13]([C:16]([O:18][C:19]([CH3:22])([CH3:21])[CH3:20])=[O:17])[CH2:12][CH2:11]1.C1(P(C2C=CC=CC=2)C2C=CC=CC=2)C=CC=CC=1.[N:42]([C:50](OC(C)C)=O)=[N:43][C:44](OC(C)C)=O. (4) Given the product [CH2:22]([NH:29][CH2:30][C@@H:32]1[CH2:35][C@H:34]([OH:36])[CH2:33]1)[C:23]1[CH:28]=[CH:27][CH:26]=[CH:25][CH:24]=1, predict the reactants needed to synthesize it. The reactants are: [H-].[H-].[H-].[H-].[Li+].[Al+3].O[C@@H]1C[C@H](CN(C)C(=O)OC(C)(C)C)C1.[CH2:22]([NH:29][C:30]([CH:32]1[CH2:35][C:34](=[O:36])[CH2:33]1)=O)[C:23]1[CH:28]=[CH:27][CH:26]=[CH:25][CH:24]=1.[OH-].[Na+]. (5) Given the product [O:1]1[CH2:6][CH2:5][N:4]([C:7]2[CH:12]=[C:11]([C:13]([NH:15][C:16]3[CH:17]=[C:18]([NH:22][C:23](=[O:34])[C:24]4[CH:29]=[C:28]([N:39]5[CH2:40][CH2:41][N:36]([CH3:35])[CH2:37][CH2:38]5)[CH:27]=[CH:26][C:25]=4[N+:31]([O-:33])=[O:32])[CH:19]=[CH:20][CH:21]=3)=[O:14])[CH:10]=[CH:9][N:8]=2)[CH2:3][CH2:2]1, predict the reactants needed to synthesize it. The reactants are: [O:1]1[CH2:6][CH2:5][N:4]([C:7]2[CH:12]=[C:11]([C:13]([NH:15][C:16]3[CH:17]=[C:18]([NH:22][C:23](=[O:34])[C:24]4[CH:29]=[C:28](Cl)[CH:27]=[CH:26][C:25]=4[N+:31]([O-:33])=[O:32])[CH:19]=[CH:20][CH:21]=3)=[O:14])[CH:10]=[CH:9][N:8]=2)[CH2:3][CH2:2]1.[CH3:35][N:36]1[CH2:41][CH2:40][NH:39][CH2:38][CH2:37]1. (6) Given the product [Cl:41][C:32]1[CH:33]=[C:34]([S:37](=[O:40])(=[O:39])[NH2:38])[CH:35]=[CH:36][C:31]=1[NH:30][C:28](=[O:29])[CH2:27][S:8][C:5]1[N:4]([C:9]2[C:18]3[C:13](=[CH:14][CH:15]=[CH:16][CH:17]=3)[C:12]([CH3:19])=[CH:11][CH:10]=2)[C:3]([CH2:2][F:1])=[N:7][N:6]=1, predict the reactants needed to synthesize it. The reactants are: [F:1][CH2:2][C:3]1[N:4]([C:9]2[C:18]3[C:13](=[CH:14][CH:15]=[CH:16][CH:17]=3)[C:12]([CH3:19])=[CH:11][CH:10]=2)[C:5]([SH:8])=[N:6][N:7]=1.C([O-])([O-])=O.[K+].[K+].Cl[CH2:27][C:28]([NH:30][C:31]1[CH:36]=[CH:35][C:34]([S:37](=[O:40])(=[O:39])[NH2:38])=[CH:33][C:32]=1[Cl:41])=[O:29].O. (7) Given the product [Br:13][CH:8]([CH2:9][CH2:10][CH2:11][CH3:12])[C:2](=[O:1])[C:3]([O:5][CH2:6][CH3:7])=[O:4], predict the reactants needed to synthesize it. The reactants are: [O:1]=[C:2]([CH2:8][CH2:9][CH2:10][CH2:11][CH3:12])[C:3]([O:5][CH2:6][CH3:7])=[O:4].[Br:13]Br.O.C(Cl)Cl. (8) Given the product [Br:1][C:2]1[CH:3]=[C:4]([NH:8][S:24]([C:17]2[CH:18]=[CH:19][C:20]([O:22][CH3:23])=[CH:21][C:16]=2[F:15])(=[O:25])=[O:26])[CH:5]=[N:6][CH:7]=1, predict the reactants needed to synthesize it. The reactants are: [Br:1][C:2]1[CH:3]=[C:4]([NH2:8])[CH:5]=[N:6][CH:7]=1.N1C=CC=CC=1.[F:15][C:16]1[CH:21]=[C:20]([O:22][CH3:23])[CH:19]=[CH:18][C:17]=1[S:24](Cl)(=[O:26])=[O:25]. (9) Given the product [OH:18][CH2:17][CH2:16][CH2:15][O:12][C:9]1[CH:10]=[CH:11][C:6](/[CH:5]=[CH:4]/[C:3]([O:2][CH3:1])=[O:13])=[CH:7][CH:8]=1, predict the reactants needed to synthesize it. The reactants are: [CH3:1][O:2][C:3](=[O:13])[CH:4]=[CH:5][C:6]1[CH:11]=[CH:10][C:9]([OH:12])=[CH:8][CH:7]=1.Br[CH2:15][CH2:16][CH2:17][OH:18].C([O-])([O-])=O.[K+].[K+].Cl.